This data is from Full USPTO retrosynthesis dataset with 1.9M reactions from patents (1976-2016). The task is: Predict the reactants needed to synthesize the given product. Given the product [CH2:11]([C:6]1[CH:5]=[C:4]([CH:9]=[C:8]([Br:10])[CH:7]=1)[NH2:1])[C:12]1[CH:13]=[CH:14][CH:15]=[CH:16][CH:17]=1, predict the reactants needed to synthesize it. The reactants are: [N:1]([C:4]1[CH:9]=[C:8]([Br:10])[CH:7]=[C:6]([CH2:11][C:12]2[CH:17]=[CH:16][CH:15]=[CH:14][CH:13]=2)[CH:5]=1)=[N+]=[N-].